Dataset: Reaction yield outcomes from USPTO patents with 853,638 reactions. Task: Predict the reaction yield, written as a fraction of the theoretical maximum amount of product (1.0 means a 100% yield; for example, 0.34 means a 34% yield). (1) The reactants are [OH:1][C:2]1[CH:11]=[C:10]2[C:5]([CH:6]=[C:7]([NH:12][C:13]([CH:15]3[CH2:17][CH2:16]3)=[O:14])[N:8]=[CH:9]2)=[CH:4][CH:3]=1.Br[C:19](P(=O)(OCC)OCC)([F:21])[F:20]. The catalyst is C(#N)C.O.C(OCC)(=O)C. The product is [F:20][CH:19]([F:21])[O:1][C:2]1[CH:11]=[C:10]2[C:5]([CH:6]=[C:7]([NH:12][C:13]([CH:15]3[CH2:16][CH2:17]3)=[O:14])[N:8]=[CH:9]2)=[CH:4][CH:3]=1. The yield is 0.260. (2) The reactants are [Cl:1][C:2]1[N:3]([C@@H:15]2[O:21][C@H:20]([CH2:22][OH:23])[C@@H:18]([OH:19])[C@H:16]2[OH:17])[C:4]2[C:9]([C:10]=1[CH:11]=O)=[CH:8][C:7]([Cl:13])=[C:6]([Cl:14])[CH:5]=2.[CH3:24][N:25]([NH2:27])[CH3:26].CO.C(Cl)(Cl)Cl. The catalyst is CO.CN(C=O)C. The product is [Cl:1][CH:2]1[C:10](=[C:11]=[N:27][N:25]([CH3:26])[CH3:24])[C:9]2[C:4](=[CH:5][C:6]([Cl:14])=[C:7]([Cl:13])[CH:8]=2)[N:3]1[C@@H:15]1[O:21][C@H:20]([CH2:22][OH:23])[C@@H:18]([OH:19])[C@H:16]1[OH:17]. The yield is 0.780.